From a dataset of Forward reaction prediction with 1.9M reactions from USPTO patents (1976-2016). Predict the product of the given reaction. Given the reactants C(OC1N=NC(C#CC2C=CC(C(F)(F)F)=CN=2)=CC=1OCC1C=CC=CC=1)C1C=CC=CC=1.[CH2:35]([O:42][C:43]1[N:44]=[N:45][C:46]([C:57]#[CH:58])=[CH:47][C:48]=1[O:49][CH2:50][C:51]1[CH:56]=[CH:55][CH:54]=[CH:53][CH:52]=1)[C:36]1[CH:41]=[CH:40][CH:39]=[CH:38][CH:37]=1.[F:59][CH:60]([F:69])[O:61][C:62]1[CH:67]=[CH:66][CH:65]=[C:64](I)[CH:63]=1, predict the reaction product. The product is: [CH2:35]([O:42][C:43]1[N:44]=[N:45][C:46]([C:57]#[C:58][C:64]2[CH:65]=[CH:66][CH:67]=[C:62]([O:61][CH:60]([F:69])[F:59])[CH:63]=2)=[CH:47][C:48]=1[O:49][CH2:50][C:51]1[CH:56]=[CH:55][CH:54]=[CH:53][CH:52]=1)[C:36]1[CH:37]=[CH:38][CH:39]=[CH:40][CH:41]=1.